Dataset: Catalyst prediction with 721,799 reactions and 888 catalyst types from USPTO. Task: Predict which catalyst facilitates the given reaction. (1) Reactant: [O:1]1[CH:5]=[CH:4][CH:3]=[C:2]1[C:6]1[CH:25]=[CH:24][C:9]([C:10]([N:12]([CH2:16][C:17]2[CH:22]=[CH:21][CH:20]=[CH:19][C:18]=2[OH:23])[CH:13]([CH3:15])[CH3:14])=[O:11])=[CH:8][CH:7]=1.C(=O)([O-])[O-].[K+].[K+].Br[CH2:33][CH2:34][CH2:35][CH2:36][C:37]([O:39][CH2:40][CH3:41])=[O:38]. Product: [O:1]1[CH:5]=[CH:4][CH:3]=[C:2]1[C:6]1[CH:7]=[CH:8][C:9]([C:10]([N:12]([CH2:16][C:17]2[CH:22]=[CH:21][CH:20]=[CH:19][C:18]=2[O:23][CH2:33][CH2:34][CH2:35][CH2:36][C:37]([O:39][CH2:40][CH3:41])=[O:38])[CH:13]([CH3:15])[CH3:14])=[O:11])=[CH:24][CH:25]=1. The catalyst class is: 18. (2) Reactant: [H-].[Na+].[Cl:3][C:4]1[CH:5]=[C:6]([C@H:10]([OH:24])[C@@H:11]2[CH2:16][CH2:15][CH2:14][N:13]([C:17]([O:19][C:20]([CH3:23])([CH3:22])[CH3:21])=[O:18])[CH2:12]2)[CH:7]=[CH:8][CH:9]=1.Br[CH2:26][C:27]([O:29][CH2:30][CH3:31])=[O:28].[NH4+].[Cl-]. Product: [Cl:3][C:4]1[CH:5]=[C:6]([C@H:10]([O:24][CH2:26][C:27]([O:29][CH2:30][CH3:31])=[O:28])[C@@H:11]2[CH2:16][CH2:15][CH2:14][N:13]([C:17]([O:19][C:20]([CH3:21])([CH3:23])[CH3:22])=[O:18])[CH2:12]2)[CH:7]=[CH:8][CH:9]=1. The catalyst class is: 31. (3) Reactant: [Cl:1][C:2]1[CH:3]=[CH:4][C:5]([O:25][C:26]2[CH:31]=[C:30]([F:32])[C:29]([S:33](=[O:52])(=[O:51])[N:34]([CH2:40][C:41]3[CH:46]=[CH:45][C:44]([O:47][CH3:48])=[CH:43][C:42]=3[O:49][CH3:50])[C:35]3[S:36][CH:37]=[CH:38][N:39]=3)=[CH:28][C:27]=2[Cl:53])=[C:6]([CH2:8][CH2:9][CH2:10][N:11]([C:17]([O:19][CH2:20][CH2:21][CH2:22][CH2:23][CH3:24])=[O:18])[CH2:12][C:13]([O:15]C)=[O:14])[CH:7]=1.O.[OH-].[Li+].O.Cl. Product: [Cl:1][C:2]1[CH:3]=[CH:4][C:5]([O:25][C:26]2[CH:31]=[C:30]([F:32])[C:29]([S:33](=[O:51])(=[O:52])[N:34]([CH2:40][C:41]3[CH:46]=[CH:45][C:44]([O:47][CH3:48])=[CH:43][C:42]=3[O:49][CH3:50])[C:35]3[S:36][CH:37]=[CH:38][N:39]=3)=[CH:28][C:27]=2[Cl:53])=[C:6]([CH2:8][CH2:9][CH2:10][N:11]([C:17]([O:19][CH2:20][CH2:21][CH2:22][CH2:23][CH3:24])=[O:18])[CH2:12][C:13]([OH:15])=[O:14])[CH:7]=1. The catalyst class is: 1. (4) Reactant: Br[CH2:2][C:3]([C:5]1[N:9]([CH3:10])[CH:8]=[C:7]([C:11]#[N:12])[CH:6]=1)=O.C(C1N(C)C=C(C#N)C=1)(=O)C.[OH:24][CH2:25][C:26]([NH:29][C:30]([NH2:32])=[S:31])([CH3:28])[CH3:27]. Product: [OH:24][CH2:25][C:26]([NH:29][C:30]1[S:31][CH:2]=[C:3]([C:5]2[N:9]([CH3:10])[CH:8]=[C:7]([C:11]#[N:12])[CH:6]=2)[N:32]=1)([CH3:28])[CH3:27]. The catalyst class is: 8. (5) Reactant: [OH:1][C:2]1[C:27]([O:28][CH3:29])=[CH:26][C:5]2[C:6]3[N:11]([CH:12]([C:14]([CH3:19])([CH3:18])[CH2:15][O:16][CH3:17])[CH2:13][C:4]=2[CH:3]=1)[CH:10]=[C:9]([C:20]([O:22][CH2:23][CH3:24])=[O:21])[C:8](=[O:25])[CH:7]=3.C(=O)([O-])[O-].[K+].[K+].Br[CH2:37][C:38]([CH3:42])([CH3:41])[CH2:39][OH:40].O. Product: [OH:40][CH2:39][C:38]([CH3:42])([CH3:41])[CH2:37][O:1][C:2]1[C:27]([O:28][CH3:29])=[CH:26][C:5]2[C:6]3[N:11]([CH:12]([C:14]([CH3:18])([CH3:19])[CH2:15][O:16][CH3:17])[CH2:13][C:4]=2[CH:3]=1)[CH:10]=[C:9]([C:20]([O:22][CH2:23][CH3:24])=[O:21])[C:8](=[O:25])[CH:7]=3. The catalyst class is: 3. (6) Reactant: [CH3:1][O:2][CH2:3][CH2:4][C:5]([OH:7])=O.C([NH:15][CH:16]1[CH2:21][CH2:20][NH:19][CH2:18][CH2:17]1)(OC(C)(C)C)=O.C(N(CC)C(C)C)(C)C.CCCP(=O)=O. Product: [NH2:15][CH:16]1[CH2:21][CH2:20][N:19]([C:5](=[O:7])[CH2:4][CH2:3][O:2][CH3:1])[CH2:18][CH2:17]1. The catalyst class is: 2.